Dataset: NCI-60 drug combinations with 297,098 pairs across 59 cell lines. Task: Regression. Given two drug SMILES strings and cell line genomic features, predict the synergy score measuring deviation from expected non-interaction effect. (1) Drug 1: C1=NC2=C(N=C(N=C2N1C3C(C(C(O3)CO)O)O)F)N. Drug 2: CC1=C(C(=O)C2=C(C1=O)N3CC4C(C3(C2COC(=O)N)OC)N4)N. Cell line: HL-60(TB). Synergy scores: CSS=73.1, Synergy_ZIP=1.01, Synergy_Bliss=0.281, Synergy_Loewe=-9.02, Synergy_HSA=-4.07. (2) Drug 1: C1=CC=C(C=C1)NC(=O)CCCCCCC(=O)NO. Drug 2: CC1=C(C(=CC=C1)Cl)NC(=O)C2=CN=C(S2)NC3=CC(=NC(=N3)C)N4CCN(CC4)CCO. Cell line: UACC-257. Synergy scores: CSS=17.0, Synergy_ZIP=-6.97, Synergy_Bliss=-0.380, Synergy_Loewe=-2.60, Synergy_HSA=-0.379. (3) Drug 1: CC(C)NC(=O)C1=CC=C(C=C1)CNNC.Cl. Drug 2: COC1=C2C(=CC3=C1OC=C3)C=CC(=O)O2. Cell line: KM12. Synergy scores: CSS=-1.47, Synergy_ZIP=1.92, Synergy_Bliss=2.04, Synergy_Loewe=0.763, Synergy_HSA=-0.943. (4) Synergy scores: CSS=5.79, Synergy_ZIP=-3.57, Synergy_Bliss=-2.46, Synergy_Loewe=-1.69, Synergy_HSA=-1.61. Drug 2: CC1CCCC2(C(O2)CC(NC(=O)CC(C(C(=O)C(C1O)C)(C)C)O)C(=CC3=CSC(=N3)C)C)C. Cell line: SK-OV-3. Drug 1: C1CCC(CC1)NC(=O)N(CCCl)N=O. (5) Drug 1: C1C(C(OC1N2C=C(C(=O)NC2=O)F)CO)O. Drug 2: CC1CCCC2(C(O2)CC(NC(=O)CC(C(C(=O)C(C1O)C)(C)C)O)C(=CC3=CSC(=N3)C)C)C. Cell line: CAKI-1. Synergy scores: CSS=28.4, Synergy_ZIP=-2.22, Synergy_Bliss=-3.80, Synergy_Loewe=-10.6, Synergy_HSA=-2.63. (6) Drug 1: C1=CN(C(=O)N=C1N)C2C(C(C(O2)CO)O)O.Cl. Drug 2: C#CCC(CC1=CN=C2C(=N1)C(=NC(=N2)N)N)C3=CC=C(C=C3)C(=O)NC(CCC(=O)O)C(=O)O. Cell line: NCIH23. Synergy scores: CSS=61.4, Synergy_ZIP=-2.19, Synergy_Bliss=-2.55, Synergy_Loewe=2.81, Synergy_HSA=4.46. (7) Drug 1: CN(C)C1=NC(=NC(=N1)N(C)C)N(C)C. Drug 2: CC(C)CN1C=NC2=C1C3=CC=CC=C3N=C2N. Cell line: M14. Synergy scores: CSS=-4.19, Synergy_ZIP=2.36, Synergy_Bliss=0.864, Synergy_Loewe=-2.53, Synergy_HSA=-2.65. (8) Synergy scores: CSS=2.99, Synergy_ZIP=0.0527, Synergy_Bliss=2.11, Synergy_Loewe=-2.54, Synergy_HSA=-1.46. Cell line: SNB-75. Drug 2: C1CC(=O)NC(=O)C1N2C(=O)C3=CC=CC=C3C2=O. Drug 1: C1=CC=C(C=C1)NC(=O)CCCCCCC(=O)NO. (9) Drug 1: CC1=CC2C(CCC3(C2CCC3(C(=O)C)OC(=O)C)C)C4(C1=CC(=O)CC4)C. Drug 2: C1=NC2=C(N=C(N=C2N1C3C(C(C(O3)CO)O)F)Cl)N. Cell line: NCI-H226. Synergy scores: CSS=4.79, Synergy_ZIP=0.112, Synergy_Bliss=3.73, Synergy_Loewe=-15.6, Synergy_HSA=-1.63.